Dataset: Peptide-MHC class I binding affinity with 185,985 pairs from IEDB/IMGT. Task: Regression. Given a peptide amino acid sequence and an MHC pseudo amino acid sequence, predict their binding affinity value. This is MHC class I binding data. (1) The peptide sequence is ISSVQLSNNK. The MHC is HLA-A31:01 with pseudo-sequence HLA-A31:01. The binding affinity (normalized) is 0.224. (2) The peptide sequence is VMSELFDTL. The MHC is HLA-A02:50 with pseudo-sequence HLA-A02:50. The binding affinity (normalized) is 1.00.